Dataset: Catalyst prediction with 721,799 reactions and 888 catalyst types from USPTO. Task: Predict which catalyst facilitates the given reaction. (1) Reactant: C([O:3][C:4](=[O:17])[CH:5]([C:10]([C:12]1[S:13][CH:14]=[CH:15][CH:16]=1)=O)[CH2:6][C:7](=O)[CH3:8])C.[NH2:18][C:19]1[CH:24]=[CH:23][CH:22]=[CH:21][CH:20]=1.O.C1(C)C=CC(S(O)(=O)=O)=CC=1.C(O)C. Product: [CH3:8][C:7]1[N:18]([C:19]2[CH:24]=[CH:23][CH:22]=[CH:21][CH:20]=2)[C:10]([C:12]2[S:13][CH:14]=[CH:15][CH:16]=2)=[C:5]([C:4]([OH:3])=[O:17])[CH:6]=1. The catalyst class is: 6. (2) Reactant: [F:1][C:2]1([F:39])[CH2:7][CH2:6][CH:5]([NH:8][C:9]([C:11]2[N:12]=[C:13]([C:31]3[CH:36]=[CH:35][C:34]([Cl:37])=[CH:33][C:32]=3[Cl:38])[N:14]([C:17]3[CH:22]=[CH:21][C:20]([O:23]CC4C=CC=CC=4)=[CH:19][CH:18]=3)[C:15]=2[CH3:16])=[O:10])[CH2:4][CH2:3]1. Product: [F:39][C:2]1([F:1])[CH2:3][CH2:4][CH:5]([NH:8][C:9]([C:11]2[N:12]=[C:13]([C:31]3[CH:36]=[CH:35][C:34]([Cl:37])=[CH:33][C:32]=3[Cl:38])[N:14]([C:17]3[CH:18]=[CH:19][C:20]([OH:23])=[CH:21][CH:22]=3)[C:15]=2[CH3:16])=[O:10])[CH2:6][CH2:7]1. The catalyst class is: 29.